This data is from Full USPTO retrosynthesis dataset with 1.9M reactions from patents (1976-2016). The task is: Predict the reactants needed to synthesize the given product. (1) Given the product [C:23]([NH:27][C:28]1[CH:33]=[C:32]([C:13]2[C:14]3[C:19](=[CH:18][CH:17]=[CH:16][CH:15]=3)[N:11]([S:8]([C:5]3[CH:6]=[CH:7][C:2]([CH3:1])=[CH:3][CH:4]=3)(=[O:10])=[O:9])[CH:12]=2)[N:31]=[C:30]([NH2:35])[N:29]=1)([CH3:26])([CH3:24])[CH3:25], predict the reactants needed to synthesize it. The reactants are: [CH3:1][C:2]1[CH:7]=[CH:6][C:5]([S:8]([N:11]2[C:19]3[C:14](=[CH:15][CH:16]=[CH:17][CH:18]=3)[C:13](B(O)O)=[CH:12]2)(=[O:10])=[O:9])=[CH:4][CH:3]=1.[C:23]([NH:27][C:28]1[CH:33]=[C:32](Cl)[N:31]=[C:30]([NH2:35])[N:29]=1)([CH3:26])([CH3:25])[CH3:24]. (2) Given the product [CH2:5]1[C:6]2[C:11](=[CH:10][CH:9]=[CH:8][CH:7]=2)[CH2:12][CH2:13][N:4]1[CH2:1][C:2]#[C:3][C:15]1[C:16]([NH:23][CH2:24][C:25]([CH3:28])([CH3:27])[CH3:26])=[N:17][C:18]([C:21]#[N:22])=[N:19][CH:20]=1, predict the reactants needed to synthesize it. The reactants are: [CH2:1]([N:4]1[CH2:13][CH2:12][C:11]2[C:6](=[CH:7][CH:8]=[CH:9][CH:10]=2)[CH2:5]1)[C:2]#[CH:3].Br[C:15]1[C:16]([NH:23][CH2:24][C:25]([CH3:28])([CH3:27])[CH3:26])=[N:17][C:18]([C:21]#[N:22])=[N:19][CH:20]=1.C(P(C(C)(C)C)C(C)(C)C)(C)(C)C.C(NC(C)C)(C)C. (3) The reactants are: [CH3:1][N:2]([CH3:38])[CH2:3][C@H:4]([NH:16][S:17]([C:20]1[CH:25]=[CH:24][C:23]([O:26][CH2:27][CH3:28])=[C:22]([NH:29][C:30]([N:32]2[CH2:37][CH2:36][O:35][CH2:34][CH2:33]2)=[O:31])[CH:21]=1)(=[O:19])=[O:18])[CH2:5][C:6]([O:8][CH2:9][C:10]1[CH:15]=[CH:14][CH:13]=[CH:12][CH:11]=1)=[O:7].[CH3:39][I:40]. Given the product [I-:40].[CH2:9]([O:8][C:6](=[O:7])[CH2:5][C@@H:4]([NH:16][S:17]([C:20]1[CH:25]=[CH:24][C:23]([O:26][CH2:27][CH3:28])=[C:22]([NH:29][C:30]([N:32]2[CH2:33][CH2:34][O:35][CH2:36][CH2:37]2)=[O:31])[CH:21]=1)(=[O:18])=[O:19])[CH2:3][N+:2]([CH3:39])([CH3:1])[CH3:38])[C:10]1[CH:15]=[CH:14][CH:13]=[CH:12][CH:11]=1, predict the reactants needed to synthesize it. (4) Given the product [OH:1][CH:2]1[CH2:10][C:9]2[N:8]([C:17]3[CH:22]=[C:21]([I:23])[CH:20]=[CH:19][N:18]=3)[N:7]=[C:6]([C:11]([OH:13])=[O:12])[C:5]=2[CH2:4][CH2:3]1, predict the reactants needed to synthesize it. The reactants are: [OH:1][CH:2]1[CH2:10][C:9]2[NH:8][N:7]=[C:6]([C:11]([O:13]CC)=[O:12])[C:5]=2[CH2:4][CH2:3]1.F[C:17]1[CH:22]=[C:21]([I:23])[CH:20]=[CH:19][N:18]=1. (5) The reactants are: [F:1][C:2]1[CH:10]=[CH:9][C:8]([F:11])=[C:7]2[C:3]=1[CH2:4][N:5](S(C1C=CC(C)=CC=1)(=O)=O)[CH2:6]2.C1(O)C=CC=CC=1.Br. Given the product [F:1][C:2]1[CH:10]=[CH:9][C:8]([F:11])=[C:7]2[C:3]=1[CH2:4][NH:5][CH2:6]2, predict the reactants needed to synthesize it. (6) Given the product [CH3:1][O:2][C:3]1[CH:8]=[C:7]([N+:9]([O-:11])=[O:10])[CH:6]=[CH:5][C:4]=1[NH:12][C:13]([NH:15][C:16]1[S:17][C:18]([C:21]([F:24])([F:23])[F:22])=[N:19][N:20]=1)=[O:14], predict the reactants needed to synthesize it. The reactants are: [CH3:1][O:2][C:3]1[CH:8]=[C:7]([N+:9]([O-:11])=[O:10])[CH:6]=[CH:5][C:4]=1[N:12]=[C:13]=[O:14].[NH2:15][C:16]1[S:17][C:18]([C:21]([F:24])([F:23])[F:22])=[N:19][N:20]=1. (7) Given the product [Cl:7][C:8]1[C:17]2[C:12](=[C:13]([Cl:18])[CH:14]=[CH:15][CH:16]=2)[CH:11]=[C:10]([O:19][CH2:21][CH2:22][O:23][CH3:24])[N:9]=1, predict the reactants needed to synthesize it. The reactants are: C(=O)([O-])[O-].[K+].[K+].[Cl:7][C:8]1[C:17]2[C:12](=[C:13]([Cl:18])[CH:14]=[CH:15][CH:16]=2)[CH:11]=[C:10]([OH:19])[N:9]=1.Br[CH2:21][CH2:22][O:23][CH3:24].